Dataset: Peptide-MHC class I binding affinity with 185,985 pairs from IEDB/IMGT. Task: Regression. Given a peptide amino acid sequence and an MHC pseudo amino acid sequence, predict their binding affinity value. This is MHC class I binding data. The peptide sequence is GTYKRVTEK. The MHC is HLA-B08:01 with pseudo-sequence HLA-B08:01. The binding affinity (normalized) is 0.213.